Predict the reaction yield, written as a fraction of the theoretical maximum amount of product (1.0 means a 100% yield; for example, 0.34 means a 34% yield). From a dataset of Reaction yield outcomes from USPTO patents with 853,638 reactions. (1) The reactants are CC([O-])(C)C.[K+].[C:7]([O:11][C:12](=[O:26])[NH:13][CH2:14][C:15]12[CH2:24][CH:19]3[CH2:20][CH:21]([CH2:23][CH:17]([CH:18]3O)[CH2:16]1)[CH2:22]2)([CH3:10])([CH3:9])[CH3:8].CC1C=CC(S([CH2:37][N+:38]#[C-])(=O)=O)=CC=1.CCO. The catalyst is COCCOC. The product is [C:7]([O:11][C:12](=[O:26])[NH:13][CH2:14][C:15]12[CH2:24][CH:19]3[CH2:20][CH:21]([CH2:23][CH:17]([CH:18]3[C:37]#[N:38])[CH2:16]1)[CH2:22]2)([CH3:10])([CH3:9])[CH3:8]. The yield is 0.700. (2) The reactants are [F:1][C:2]1[CH:8]=[CH:7][C:5]([NH2:6])=[CH:4][C:3]=1[CH2:9][N:10]1[CH2:15][CH2:14][N:13]([CH3:16])[CH2:12][CH2:11]1.[CH2:17]([N:19]1[C:28]2[C:23](=[CH:24][N:25]=[C:26]([NH:29][CH3:30])[CH:27]=2)[CH:22]=[C:21]([C:31]2[C:32]([F:45])=[CH:33][C:34]([F:44])=[C:35]([NH:37][C:38](=O)[O:39]C(C)=C)[CH:36]=2)[C:20]1=[O:46])[CH3:18]. The catalyst is O1CCOCC1.CN1CCCC1. The product is [CH2:17]([N:19]1[C:28]2[C:23](=[CH:24][N:25]=[C:26]([NH:29][CH3:30])[CH:27]=2)[CH:22]=[C:21]([C:31]2[C:32]([F:45])=[CH:33][C:34]([F:44])=[C:35]([NH:37][C:38]([NH:6][C:5]3[CH:7]=[CH:8][C:2]([F:1])=[C:3]([CH2:9][N:10]4[CH2:15][CH2:14][N:13]([CH3:16])[CH2:12][CH2:11]4)[CH:4]=3)=[O:39])[CH:36]=2)[C:20]1=[O:46])[CH3:18]. The yield is 0.310. (3) The reactants are C[O:2][C:3](=[O:19])[CH2:4][C:5]1[CH:10]=[CH:9][C:8]([O:11][CH2:12][C:13]2[CH:18]=[CH:17][CH:16]=[CH:15][CH:14]=2)=[CH:7][CH:6]=1.[OH-].[Li+].Cl. The catalyst is CO.O1CCCC1. The product is [CH2:12]([O:11][C:8]1[CH:7]=[CH:6][C:5]([CH2:4][C:3]([OH:19])=[O:2])=[CH:10][CH:9]=1)[C:13]1[CH:14]=[CH:15][CH:16]=[CH:17][CH:18]=1. The yield is 0.980. (4) The reactants are [C:1]([O:4][CH2:5][C@@H:6]1[C@@H:13]2[C@@H:9]([O:10][C:11]([CH3:15])([CH3:14])[O:12]2)[C@H:8]([N:16]2[CH:24]=[N:23][C:22]3[C:17]2=[N:18][CH:19]=[N:20][C:21]=3Br)[O:7]1)(=[O:3])[CH3:2].C([Sn](CCCC)(CCCC)[C:31]1[O:32][CH:33]=[CH:34][CH:35]=1)CCC. The catalyst is CN(C=O)C.Cl[Pd](Cl)([P](C1C=CC=CC=1)(C1C=CC=CC=1)C1C=CC=CC=1)[P](C1C=CC=CC=1)(C1C=CC=CC=1)C1C=CC=CC=1. The product is [C:1]([O:4][CH2:5][C@@H:6]1[C@@H:13]2[C@@H:9]([O:10][C:11]([CH3:15])([CH3:14])[O:12]2)[C@H:8]([N:16]2[CH:24]=[N:23][C:22]3[C:17]2=[N:18][CH:19]=[N:20][C:21]=3[C:31]2[O:32][CH:33]=[CH:34][CH:35]=2)[O:7]1)(=[O:3])[CH3:2]. The yield is 0.780. (5) The reactants are [C:1]12([CH2:11][O:12][C:13]3[CH:18]=[CH:17][N+:16]([O-])=[CH:15][C:14]=3[Br:20])[CH2:10][CH:5]3[CH2:6][CH:7]([CH2:9][CH:3]([CH2:4]3)[CH2:2]1)[CH2:8]2.P(Cl)(Cl)([Cl:23])=O. No catalyst specified. The product is [C:1]12([CH2:11][O:12][C:13]3[C:14]([Br:20])=[CH:15][N:16]=[C:17]([Cl:23])[CH:18]=3)[CH2:10][CH:5]3[CH2:6][CH:7]([CH2:9][CH:3]([CH2:4]3)[CH2:2]1)[CH2:8]2. The yield is 0.880. (6) The reactants are C([O-])=O.[NH4+].[CH3:5][N:6]1[CH2:12][CH2:11][CH2:10][C:9]2[CH:13]=[CH:14][C:15]([N+:17]([O-])=O)=[CH:16][C:8]=2[CH2:7]1. The yield is 1.00. The product is [CH3:5][N:6]1[CH2:12][CH2:11][CH2:10][C:9]2[CH:13]=[CH:14][C:15]([NH2:17])=[CH:16][C:8]=2[CH2:7]1. The catalyst is [Pd].C(O)C. (7) The reactants are [CH2:1]([O:4][C:5]([C:7]1[NH:8][CH:9]=[C:10]([F:12])[CH:11]=1)=[O:6])[CH:2]=[CH2:3].[Cl-].[NH4+:14].[OH-].[Na+].[OH-].[NH4+]. The catalyst is [Cl-].C([N+](CCCCCCCC)(CCCCCCCC)C)CCCCCCC.C(OC)(C)(C)C. The product is [CH2:1]([O:4][C:5]([C:7]1[N:8]([NH2:14])[CH:9]=[C:10]([F:12])[CH:11]=1)=[O:6])[CH:2]=[CH2:3]. The yield is 0.621. (8) The reactants are [F:1][C:2]([F:18])([F:17])[C:3]1[CH:8]=[CH:7][C:6]([NH:9][C@H:10]([CH2:15][CH3:16])[CH2:11][C:12]([NH2:14])=[O:13])=[CH:5][CH:4]=1.C(OC(C)C)(C)C.Cl[C:27]([O:29][CH2:30][C:31]1[CH:36]=[CH:35][CH:34]=[CH:33][CH:32]=1)=[O:28].CC(C)([O-])C.[Li+]. The catalyst is C1COCC1. The product is [CH2:30]([O:29][C:27](=[O:28])[NH:14][C:12](=[O:13])[CH2:11][C@H:10]([NH:9][C:6]1[CH:7]=[CH:8][C:3]([C:2]([F:17])([F:18])[F:1])=[CH:4][CH:5]=1)[CH2:15][CH3:16])[C:31]1[CH:36]=[CH:35][CH:34]=[CH:33][CH:32]=1. The yield is 0.850.